Dataset: Full USPTO retrosynthesis dataset with 1.9M reactions from patents (1976-2016). Task: Predict the reactants needed to synthesize the given product. (1) Given the product [Br:1][C:2]1[CH:7]=[C:6]([O:11][CH3:10])[CH:5]=[C:4]([Br:9])[CH:3]=1, predict the reactants needed to synthesize it. The reactants are: [Br:1][C:2]1[CH:7]=[C:6](F)[CH:5]=[C:4]([Br:9])[CH:3]=1.[CH3:10][O:11][Na]. (2) Given the product [CH3:28][O:27][N:26]([CH3:25])[C:21]([C:11]1[CH:12]=[C:13]([C:14]2[CH:19]=[CH:18][C:17]([CH3:20])=[CH:16][N:15]=2)[N:9]([C:6]2[N:7]=[N:8][C:3]([O:2][CH3:1])=[CH:4][CH:5]=2)[N:10]=1)=[O:23], predict the reactants needed to synthesize it. The reactants are: [CH3:1][O:2][C:3]1[N:8]=[N:7][C:6]([N:9]2[C:13]([C:14]3[CH:19]=[CH:18][C:17]([CH3:20])=[CH:16][N:15]=3)=[CH:12][C:11]([C:21]([OH:23])=O)=[N:10]2)=[CH:5][CH:4]=1.Cl.[CH3:25][NH:26][O:27][CH3:28].